This data is from HIV replication inhibition screening data with 41,000+ compounds from the AIDS Antiviral Screen. The task is: Binary Classification. Given a drug SMILES string, predict its activity (active/inactive) in a high-throughput screening assay against a specified biological target. The compound is CCOC(=O)C(C(=O)OCC)S(C)(=O)=O. The result is 0 (inactive).